This data is from Full USPTO retrosynthesis dataset with 1.9M reactions from patents (1976-2016). The task is: Predict the reactants needed to synthesize the given product. (1) Given the product [Cl:14][C:15]1[CH:16]=[C:17]([C:22]2[CH:23]=[C:24]([NH2:25])[N:12]([C:3]3[CH:4]=[CH:5][C:6]4[C:11](=[CH:10][CH:9]=[CH:8][CH:7]=4)[CH:2]=3)[N:13]=2)[CH:18]=[C:19]([Cl:21])[CH:20]=1, predict the reactants needed to synthesize it. The reactants are: Cl.[CH:2]1[C:11]2[C:6](=[CH:7][CH:8]=[CH:9][CH:10]=2)[CH:5]=[CH:4][C:3]=1[NH:12][NH2:13].[Cl:14][C:15]1[CH:16]=[C:17]([C:22](=O)[CH2:23][C:24]#[N:25])[CH:18]=[C:19]([Cl:21])[CH:20]=1. (2) The reactants are: [CH3:1][S:2]([N:5]1[CH2:26][CH2:25][C:8]2([C:12](=[O:13])[N:11]([C:14]3[CH:19]=[CH:18][C:17]([O:20][C:21]([F:24])([F:23])[F:22])=[CH:16][CH:15]=3)[CH2:10][CH2:9]2)[CH2:7][CH2:6]1)(=[O:4])=[O:3].[Li]CCCC.Br[CH2:33][CH2:34][CH2:35][C:36](Cl)=[O:37]. Given the product [O:37]1[CH2:36][CH2:35][CH2:34]/[C:33]/1=[CH:1]/[S:2]([N:5]1[CH2:6][CH2:7][C:8]2([C:12](=[O:13])[N:11]([C:14]3[CH:15]=[CH:16][C:17]([O:20][C:21]([F:23])([F:22])[F:24])=[CH:18][CH:19]=3)[CH2:10][CH2:9]2)[CH2:25][CH2:26]1)(=[O:4])=[O:3], predict the reactants needed to synthesize it. (3) Given the product [CH2:1]([O:8][CH2:9][CH2:10][CH2:11][C:12]1[N:13]=[C:14]([C:19]2[CH:20]=[CH:21][C:22]([C:25]([F:27])([F:26])[F:28])=[CH:23][CH:24]=2)[S:15][C:16]=1[CH2:17][O:18][C:32]1[CH:39]=[CH:38][C:35]([C:36]#[N:37])=[C:34]([O:40][CH3:41])[CH:33]=1)[C:2]1[CH:3]=[CH:4][CH:5]=[CH:6][CH:7]=1, predict the reactants needed to synthesize it. The reactants are: [CH2:1]([O:8][CH2:9][CH2:10][CH2:11][C:12]1[N:13]=[C:14]([C:19]2[CH:24]=[CH:23][C:22]([C:25]([F:28])([F:27])[F:26])=[CH:21][CH:20]=2)[S:15][C:16]=1[CH2:17][OH:18])[C:2]1[CH:7]=[CH:6][CH:5]=[CH:4][CH:3]=1.[H-].[Na+].F[C:32]1[CH:39]=[CH:38][C:35]([C:36]#[N:37])=[C:34]([O:40][CH3:41])[CH:33]=1.CCCCCCC.C(OC(C)C)(C)C. (4) Given the product [F:1][C:2]1[CH:3]=[C:4]([CH2:10][NH:11][C:12]2[N:17]=[CH:16][C:15]([CH:18]=[O:19])=[CH:14][CH:13]=2)[C:5]([O:8][CH3:9])=[N:6][CH:7]=1, predict the reactants needed to synthesize it. The reactants are: [F:1][C:2]1[CH:3]=[C:4]([CH2:10][NH:11][C:12]2[N:17]=[CH:16][C:15]([CH2:18][OH:19])=[CH:14][CH:13]=2)[C:5]([O:8][CH3:9])=[N:6][CH:7]=1.S([O-])([O-])=S.[Na+].[Na+].